Predict the product of the given reaction. From a dataset of Forward reaction prediction with 1.9M reactions from USPTO patents (1976-2016). (1) Given the reactants CON(C)[C:4]([C:6]1([C:10]2[CH:15]=[CH:14][C:13]([NH:16][C:17]3[N:22]=[C:21]([NH:23][C:24]([CH3:27])([CH3:26])[CH3:25])[CH:20]=[C:19]([C:28]4[CH:33]=[CH:32][CH:31]=[CH:30][CH:29]=4)[N:18]=3)=[CH:12][CH:11]=2)[CH2:9][CH2:8][CH2:7]1)=[O:5].[Li][CH3:36], predict the reaction product. The product is: [C:24]([NH:23][C:21]1[CH:20]=[C:19]([C:28]2[CH:29]=[CH:30][CH:31]=[CH:32][CH:33]=2)[N:18]=[C:17]([NH:16][C:13]2[CH:12]=[CH:11][C:10]([C:6]3([C:4](=[O:5])[CH3:36])[CH2:7][CH2:8][CH2:9]3)=[CH:15][CH:14]=2)[N:22]=1)([CH3:26])([CH3:27])[CH3:25]. (2) Given the reactants [C@@H]1(N2C3N=CN=C(N)C=3N=C2)O[C@H](CO)[C@@H](O)[C@H]1O.[C@H:20]1([NH:57][C:58]2[N:66]=[C:65]([Cl:67])[N:64]=[C:63]3[C:59]=2[N:60]=[CH:61][N:62]3[C@H:68]2[C@H:72](CC([O-])=O)[C@@H:71]([CH2:77][C:78]([O-])=[O:79])[C@H](C3N=NN(CC)N=3)O2)[CH2:25][CH2:24][C@H:23]([NH:26][C:27]2[N:35]=[C:34]([Cl:36])[N:33]=[C:32]3[C:28]=2[N:29]=[CH:30][N:31]3[C@H:37]2[C@H:41](CC([O-])=O)[C@@H:40]([CH2:46][C:47]([O-:49])=O)[C@H](C3N=NN(CC)N=3)O2)[CH2:22][CH2:21]1.N[C@H]1CC[C@H](N)CC1.C(N(C(C)C)CC)(C)C, predict the reaction product. The product is: [Cl:67][C:65]1[N:64]=[C:63]2[C:59]([N:60]=[CH:61][N:62]2[CH:68]2[CH2:72][CH2:71][CH2:77][CH2:78][O:79]2)=[C:58]([NH:57][C@H:20]2[CH2:25][CH2:24][C@H:23]([NH:26][C:27]3[N:35]=[C:34]([Cl:36])[N:33]=[C:32]4[C:28]=3[N:29]=[CH:30][N:31]4[CH:37]3[CH2:41][CH2:40][CH2:46][CH2:47][O:49]3)[CH2:22][CH2:21]2)[N:66]=1. (3) Given the reactants [CH2:1]([Mg]Br)[CH3:2].C1COCC1.[CH2:10]([C@@:17]12[CH2:30][CH2:29][C:28](=[O:31])[CH2:27][C@@H:26]1[CH:25]=[CH:24][C:23]1[CH:22]=[C:21]([C:32]([O:34][CH3:35])=[O:33])[CH:20]=[CH:19][C:18]2=1)[C:11]1[CH:16]=[CH:15][CH:14]=[CH:13][CH:12]=1, predict the reaction product. The product is: [CH2:10]([C@@:17]12[CH2:30][CH2:29][C@@:28]([CH2:1][CH3:2])([OH:31])[CH2:27][C@@H:26]1[CH:25]=[CH:24][C:23]1[CH:22]=[C:21]([C:32]([O:34][CH3:35])=[O:33])[CH:20]=[CH:19][C:18]2=1)[C:11]1[CH:12]=[CH:13][CH:14]=[CH:15][CH:16]=1. (4) Given the reactants [CH3:1][CH:2]1[N:9]([C:10]([O:12][C:13]([CH3:16])([CH3:15])[CH3:14])=[O:11])[CH2:8][CH2:7][C:4]2([O:6][CH2:5]2)[CH2:3]1.[CH:17]1([NH2:20])[CH2:19][CH2:18]1, predict the reaction product. The product is: [CH:17]1([NH:20][CH2:5][C:4]2([OH:6])[CH2:7][CH2:8][N:9]([C:10]([O:12][C:13]([CH3:16])([CH3:15])[CH3:14])=[O:11])[CH:2]([CH3:1])[CH2:3]2)[CH2:19][CH2:18]1. (5) Given the reactants [Cl:1][C:2]1[CH:3]=[C:4]([C@H:9]([OH:23])[C@@H:10]2[CH2:15][CH2:14][CH2:13][N:12]([C:16]([O:18][C:19]([CH3:22])([CH3:21])[CH3:20])=[O:17])[CH2:11]2)[CH:5]=[CH:6][C:7]=1[F:8].[H-].[Na+].Br[CH2:27][C:28]#[N:29], predict the reaction product. The product is: [Cl:1][C:2]1[CH:3]=[C:4]([C@H:9]([O:23][CH2:27][C:28]#[N:29])[C@@H:10]2[CH2:15][CH2:14][CH2:13][N:12]([C:16]([O:18][C:19]([CH3:20])([CH3:22])[CH3:21])=[O:17])[CH2:11]2)[CH:5]=[CH:6][C:7]=1[F:8]. (6) Given the reactants [OH:1][C@H:2]1[C@@H:6]([OH:7])[C@H:5]([N:8]2[CH:16]=[N:15][C:14]3[C:9]2=[N:10][C:11]([N:33]2[CH2:37][CH2:36][C@@H:35]([NH:38][C:39]([NH:41][C:42]4[CH:43]=NC=CC=4)=[O:40])[CH2:34]2)=[N:12][C:13]=3[NH:17][CH2:18][C:19]([OH:32])([C:26]2[CH:31]=[CH:30][CH:29]=[CH:28][CH:27]=2)[C:20]2[CH:25]=[CH:24][CH:23]=[CH:22][CH:21]=2)[CH2:4][C@@H:3]1[NH:48][C:49](=[O:52])[CH2:50][OH:51].[C:53]1([O:59]C(=O)NC2C=NC=CC=2)[CH:58]=C[CH:56]=[CH:55][CH:54]=1, predict the reaction product. The product is: [OH:1][C@H:2]1[C@@H:6]([OH:7])[C@H:5]([N:8]2[CH:16]=[N:15][C:14]3[C:9]2=[N:10][C:11]([N:33]2[CH2:37][CH2:36][C@@H:35]([NH:38][C:39]([NH:41][CH2:42][C:43]4[CH:56]=[CH:55][CH:54]=[C:53]([OH:59])[CH:58]=4)=[O:40])[CH2:34]2)=[N:12][C:13]=3[NH:17][CH2:18][C:19]([OH:32])([C:26]2[CH:31]=[CH:30][CH:29]=[CH:28][CH:27]=2)[C:20]2[CH:25]=[CH:24][CH:23]=[CH:22][CH:21]=2)[CH2:4][C@@H:3]1[NH:48][C:49](=[O:52])[CH2:50][OH:51].